This data is from Peptide-MHC class II binding affinity with 134,281 pairs from IEDB. The task is: Regression. Given a peptide amino acid sequence and an MHC pseudo amino acid sequence, predict their binding affinity value. This is MHC class II binding data. (1) The MHC is DRB1_1302 with pseudo-sequence DRB1_1302. The binding affinity (normalized) is 0.365. The peptide sequence is TLWQRPLVTIKIGGQLTEAL. (2) The peptide sequence is KNWMTETLLVQNANPDCKTI. The MHC is HLA-DQA10401-DQB10402 with pseudo-sequence HLA-DQA10401-DQB10402. The binding affinity (normalized) is 0.0822. (3) The MHC is HLA-DPA10103-DPB10401 with pseudo-sequence HLA-DPA10103-DPB10401. The peptide sequence is LVKPGAGIMIFDPYG. The binding affinity (normalized) is 0.141. (4) The peptide sequence is ESWGAVWRIDTPDKLTGPFT. The MHC is DRB1_1301 with pseudo-sequence DRB1_1301. The binding affinity (normalized) is 0. (5) The peptide sequence is MELQIVDKIDAAFKI. The MHC is DRB1_0404 with pseudo-sequence DRB1_0404. The binding affinity (normalized) is 0.440. (6) The peptide sequence is GEALSTLVVNKIRGT. The MHC is DRB4_0101 with pseudo-sequence DRB4_0103. The binding affinity (normalized) is 0.323.